Dataset: Retrosynthesis with 50K atom-mapped reactions and 10 reaction types from USPTO. Task: Predict the reactants needed to synthesize the given product. (1) Given the product CC(=O)O[C@H]1CC[C@@]2(C)C(CC(=O)[C@H]3[C@@H]4CCC(=O)[C@@]4(C)CC[C@@H]32)C1, predict the reactants needed to synthesize it. The reactants are: CC(=O)O[C@H]1CC[C@@]2(C)C(=CC(=O)[C@H]3[C@@H]4CCC(=O)[C@@]4(C)CC[C@@H]32)C1. (2) Given the product CC(C)COc1ccc(CN2C(=O)CC3(CCN(C(=O)OC(C)(C)C)CC3)N2Cc2ccc(F)cc2)cc1, predict the reactants needed to synthesize it. The reactants are: CC(C)(C)OC(=O)N1CCC2(CC1)CC(=O)NN2Cc1ccc(F)cc1.CC(C)COc1ccc(CBr)cc1. (3) Given the product C=Cc1cc(CNC(=O)C=Cc2ccc(C(C)(C)C)nc2)ccc1NS(C)(=O)=O, predict the reactants needed to synthesize it. The reactants are: C=Cc1cc(CN)ccc1NS(C)(=O)=O.CC(C)(C)c1ccc(C=CC(=O)O)cn1. (4) The reactants are: CCNC(=O)C(C)c1ccc(C2CCNCC2)cc1.COc1cc(OCC2CC2)ccc1Br. Given the product CCNC(=O)C(C)c1ccc(C2CCN(c3ccc(OCC4CC4)cc3OC)CC2)cc1, predict the reactants needed to synthesize it. (5) Given the product C/C(=C\c1ccc(C(=O)O)cc1)c1cc2c(s1)C(C)(C)CCC2(C)C, predict the reactants needed to synthesize it. The reactants are: CCOC(=O)c1ccc(C=C(C)c2cc3c(s2)C(C)(C)CCC3(C)C)cc1. (6) Given the product CC(C)(O)C#Cc1cc2c(cc1F)C1CC(C1)n1c-2nc(C(N)=O)c1C1CC1, predict the reactants needed to synthesize it. The reactants are: C#CC(C)(C)O.NC(=O)c1nc2n(c1C1CC1)C1CC(C1)c1cc(F)c(Br)cc1-2.